From a dataset of Full USPTO retrosynthesis dataset with 1.9M reactions from patents (1976-2016). Predict the reactants needed to synthesize the given product. (1) Given the product [F:30][C:31]([F:42])([F:41])[C:32]([NH:21][C@H:19]([C@H:18]([O:17][C:13]1[CH:12]=[C:11]2[C:16](=[CH:15][CH:14]=1)[N:8]([C:5]1[CH:4]=[CH:3][C:2]([F:1])=[CH:7][CH:6]=1)[N:9]=[CH:10]2)[CH2:22][O:23][C:24]1[CH:25]=[CH:26][CH:27]=[CH:28][CH:29]=1)[CH3:20])=[O:33], predict the reactants needed to synthesize it. The reactants are: [F:1][C:2]1[CH:7]=[CH:6][C:5]([N:8]2[C:16]3[C:11](=[CH:12][C:13]([O:17][CH:18]([CH2:22][O:23][C:24]4[CH:29]=[CH:28][CH:27]=[CH:26][CH:25]=4)[CH:19]([NH2:21])[CH3:20])=[CH:14][CH:15]=3)[CH:10]=[N:9]2)=[CH:4][CH:3]=1.[F:30][C:31]([F:42])([F:41])[C:32](O[C:32](=[O:33])[C:31]([F:42])([F:41])[F:30])=[O:33]. (2) Given the product [NH2:31][C:2]1[N:3]=[C:4]2[C:8]([N:7]=[CH:6][NH:5]2)=[C:9]([NH:10][C@H:11]([C:13]2[N:14]([C:25]3[CH:30]=[CH:29][CH:28]=[CH:27][CH:26]=3)[C:15](=[O:24])[C:16]3[C:21]([CH:22]=2)=[CH:20][CH:19]=[CH:18][C:17]=3[CH3:23])[CH3:12])[N:1]=1, predict the reactants needed to synthesize it. The reactants are: [N:1]1[C:9]([NH:10][C@H:11]([C:13]2[N:14]([C:25]3[CH:30]=[CH:29][CH:28]=[CH:27][CH:26]=3)[C:15](=[O:24])[C:16]3[C:21]([CH:22]=2)=[CH:20][CH:19]=[CH:18][C:17]=3[CH3:23])[CH3:12])=[C:8]2[C:4]([NH:5][CH:6]=[N:7]2)=[N:3][CH:2]=1.[NH2:31]C1N=C2C(NC=N2)=C(Cl)N=1.C(N(CC)C(C)C)(C)C. (3) Given the product [C:1]12([CH2:11][O:12][C:13]3[N:14]=[C:15]([NH2:20])[N:16]=[C:17]([N:28]4[CH2:27][CH2:26][C:25]5([CH2:21][N:22]([C:36]([O:38][CH2:39][C:40]6[CH:41]=[CH:42][CH:43]=[CH:44][CH:45]=6)=[O:37])[C@H:23]([C:31]([O:33][CH2:34][CH3:35])=[O:32])[CH2:24]5)[CH2:30][CH2:29]4)[CH:18]=3)[CH2:10][CH:5]3[CH2:6][CH:7]([CH2:9][CH:3]([CH2:4]3)[CH2:2]1)[CH2:8]2, predict the reactants needed to synthesize it. The reactants are: [C:1]12([CH2:11][O:12][C:13]3[CH:18]=[C:17](Cl)[N:16]=[C:15]([NH2:20])[N:14]=3)[CH2:10][CH:5]3[CH2:6][CH:7]([CH2:9][CH:3]([CH2:4]3)[CH2:2]1)[CH2:8]2.[CH2:21]1[C:25]2([CH2:30][CH2:29][NH:28][CH2:27][CH2:26]2)[CH2:24][C@@H:23]([C:31]([O:33][CH2:34][CH3:35])=[O:32])[N:22]1[C:36]([O:38][CH2:39][C:40]1[CH:45]=[CH:44][CH:43]=[CH:42][CH:41]=1)=[O:37].C([O-])(O)=O.[Na+].